From a dataset of NCI-60 drug combinations with 297,098 pairs across 59 cell lines. Regression. Given two drug SMILES strings and cell line genomic features, predict the synergy score measuring deviation from expected non-interaction effect. (1) Drug 1: C1CN1C2=NC(=NC(=N2)N3CC3)N4CC4. Drug 2: CC1=CC2C(CCC3(C2CCC3(C(=O)C)OC(=O)C)C)C4(C1=CC(=O)CC4)C. Cell line: OVCAR-8. Synergy scores: CSS=25.6, Synergy_ZIP=-8.72, Synergy_Bliss=-2.35, Synergy_Loewe=-11.8, Synergy_HSA=-2.27. (2) Drug 1: CC1CCC2CC(C(=CC=CC=CC(CC(C(=O)C(C(C(=CC(C(=O)CC(OC(=O)C3CCCCN3C(=O)C(=O)C1(O2)O)C(C)CC4CCC(C(C4)OC)OCCO)C)C)O)OC)C)C)C)OC. Drug 2: CS(=O)(=O)CCNCC1=CC=C(O1)C2=CC3=C(C=C2)N=CN=C3NC4=CC(=C(C=C4)OCC5=CC(=CC=C5)F)Cl. Cell line: RXF 393. Synergy scores: CSS=3.13, Synergy_ZIP=0.903, Synergy_Bliss=4.28, Synergy_Loewe=1.83, Synergy_HSA=1.02. (3) Drug 1: CCC1(CC2CC(C3=C(CCN(C2)C1)C4=CC=CC=C4N3)(C5=C(C=C6C(=C5)C78CCN9C7C(C=CC9)(C(C(C8N6C=O)(C(=O)OC)O)OC(=O)C)CC)OC)C(=O)OC)O.OS(=O)(=O)O. Drug 2: CC1=C2C(C(=O)C3(C(CC4C(C3C(C(C2(C)C)(CC1OC(=O)C(C(C5=CC=CC=C5)NC(=O)OC(C)(C)C)O)O)OC(=O)C6=CC=CC=C6)(CO4)OC(=O)C)O)C)O. Cell line: NCI-H460. Synergy scores: CSS=4.39, Synergy_ZIP=-1.42, Synergy_Bliss=0.435, Synergy_Loewe=-3.58, Synergy_HSA=-1.55. (4) Drug 1: C1=CC(=CC=C1CC(C(=O)O)N)N(CCCl)CCCl.Cl. Drug 2: CN1C(=O)N2C=NC(=C2N=N1)C(=O)N. Cell line: HS 578T. Synergy scores: CSS=5.20, Synergy_ZIP=0.860, Synergy_Bliss=4.67, Synergy_Loewe=-6.63, Synergy_HSA=1.20. (5) Drug 1: CNC(=O)C1=CC=CC=C1SC2=CC3=C(C=C2)C(=NN3)C=CC4=CC=CC=N4. Drug 2: CC1CCC2CC(C(=CC=CC=CC(CC(C(=O)C(C(C(=CC(C(=O)CC(OC(=O)C3CCCCN3C(=O)C(=O)C1(O2)O)C(C)CC4CCC(C(C4)OC)O)C)C)O)OC)C)C)C)OC. Cell line: SNB-75. Synergy scores: CSS=15.6, Synergy_ZIP=0.289, Synergy_Bliss=1.67, Synergy_Loewe=-0.0231, Synergy_HSA=3.19. (6) Drug 1: CN(C)N=NC1=C(NC=N1)C(=O)N. Drug 2: CC(C1=C(C=CC(=C1Cl)F)Cl)OC2=C(N=CC(=C2)C3=CN(N=C3)C4CCNCC4)N. Cell line: NCI/ADR-RES. Synergy scores: CSS=2.77, Synergy_ZIP=0.376, Synergy_Bliss=3.21, Synergy_Loewe=1.74, Synergy_HSA=1.45. (7) Drug 1: C1=CC(=CC=C1CC(C(=O)O)N)N(CCCl)CCCl.Cl. Drug 2: C(CCl)NC(=O)N(CCCl)N=O. Cell line: SW-620. Synergy scores: CSS=12.9, Synergy_ZIP=-4.30, Synergy_Bliss=1.92, Synergy_Loewe=-2.84, Synergy_HSA=-0.145. (8) Drug 1: CCC1=C2CN3C(=CC4=C(C3=O)COC(=O)C4(CC)O)C2=NC5=C1C=C(C=C5)O. Drug 2: CC1C(C(CC(O1)OC2CC(CC3=C2C(=C4C(=C3O)C(=O)C5=C(C4=O)C(=CC=C5)OC)O)(C(=O)CO)O)N)O.Cl. Cell line: UACC62. Synergy scores: CSS=54.8, Synergy_ZIP=-7.35, Synergy_Bliss=-7.09, Synergy_Loewe=-10.4, Synergy_HSA=-3.26.